This data is from Forward reaction prediction with 1.9M reactions from USPTO patents (1976-2016). The task is: Predict the product of the given reaction. (1) Given the reactants [C:1](#[N:8])[C:2]1[CH:7]=[CH:6][N:5]=[CH:4][CH:3]=1.[CH3:9][O:10][C:11]1[CH:16]=[CH:15][C:14]([C:17]2([CH2:22][CH2:23][C:24]([NH:26][NH2:27])=O)[O:21][CH2:20][CH2:19][O:18]2)=[CH:13][CH:12]=1.C([O-])([O-])=O.[K+].[K+].CCCCO, predict the reaction product. The product is: [CH3:9][O:10][C:11]1[CH:16]=[CH:15][C:14]([C:17]2([CH2:22][CH2:23][C:24]3[NH:26][N:27]=[C:1]([C:2]4[CH:7]=[CH:6][N:5]=[CH:4][CH:3]=4)[N:8]=3)[O:18][CH2:19][CH2:20][O:21]2)=[CH:13][CH:12]=1. (2) Given the reactants [C:1]([O:5][C:6](=[O:15])[NH:7][C@H:8]1[CH2:13][CH2:12][CH2:11][CH2:10][C@H:9]1[NH2:14])([CH3:4])([CH3:3])[CH3:2].C(N(C(C)C)CC)(C)C.Cl[C:26]1[N:27]=[N:28][C:29]([C:43]([O:45][CH2:46][CH3:47])=[O:44])=[C:30]([NH:32][C:33]2[CH:41]=[CH:40][CH:39]=[C:38]3[C:34]=2[CH:35]=[CH:36][N:37]3[CH3:42])[N:31]=1, predict the reaction product. The product is: [C:1]([O:5][C:6]([NH:7][C@H:8]1[CH2:13][CH2:12][CH2:11][CH2:10][C@H:9]1[NH:14][C:26]1[N:27]=[N:28][C:29]([C:43]([O:45][CH2:46][CH3:47])=[O:44])=[C:30]([NH:32][C:33]2[CH:41]=[CH:40][CH:39]=[C:38]3[C:34]=2[CH:35]=[CH:36][N:37]3[CH3:42])[N:31]=1)=[O:15])([CH3:4])([CH3:2])[CH3:3].